Dataset: Full USPTO retrosynthesis dataset with 1.9M reactions from patents (1976-2016). Task: Predict the reactants needed to synthesize the given product. Given the product [CH2:1]([O:8][C:9]([N:11]1[CH2:15][C@H:14]([O:16][C:17]([CH3:18])([CH3:19])[CH3:20])[CH2:13][C@H:12]1[CH2:21][OH:22])=[O:10])[C:2]1[CH:7]=[CH:6][CH:5]=[CH:4][CH:3]=1, predict the reactants needed to synthesize it. The reactants are: [CH2:1]([O:8][C:9]([N:11]1[CH2:15][C@H:14]([O:16][C:17]([CH3:20])([CH3:19])[CH3:18])[CH2:13][C@H:12]1[C:21](O)=[O:22])=[O:10])[C:2]1[CH:7]=[CH:6][CH:5]=[CH:4][CH:3]=1.C(N(CC)CC)C.ClC(OCC)=O.[BH4-].[Na+].Cl.